This data is from Reaction yield outcomes from USPTO patents with 853,638 reactions. The task is: Predict the reaction yield, written as a fraction of the theoretical maximum amount of product (1.0 means a 100% yield; for example, 0.34 means a 34% yield). (1) The reactants are [NH:1]1[CH2:4][CH:3]([O:5][C:6]2[CH:7]=[C:8]([NH:16][C:17]([NH:19][C:20]3[CH:38]=[CH:37][C:23]([O:24][C:25]4[CH:30]=[CH:29][N:28]=[C:27]([NH:31][C:32]([CH:34]5[CH2:36][CH2:35]5)=[O:33])[CH:26]=4)=[CH:22][CH:21]=3)=[O:18])[CH:9]=[C:10]([C:12]([F:15])([F:14])[F:13])[CH:11]=2)[CH2:2]1.C=O.O.[C:42]([O-])(O)=O.[Na+]. The catalyst is CO. The product is [CH3:42][N:1]1[CH2:4][CH:3]([O:5][C:6]2[CH:7]=[C:8]([NH:16][C:17]([NH:19][C:20]3[CH:21]=[CH:22][C:23]([O:24][C:25]4[CH:30]=[CH:29][N:28]=[C:27]([NH:31][C:32]([CH:34]5[CH2:35][CH2:36]5)=[O:33])[CH:26]=4)=[CH:37][CH:38]=3)=[O:18])[CH:9]=[C:10]([C:12]([F:14])([F:13])[F:15])[CH:11]=2)[CH2:2]1. The yield is 0.0700. (2) The reactants are C(Cl)(=O)C1C=CC=CC=1.[C:10](Cl)(=[O:19])[CH2:11][CH2:12][C:13]1[CH:18]=[CH:17][CH:16]=[CH:15][CH:14]=1.[NH2:21][C:22]1[CH:23]=[C:24]([CH:35]=[CH:36][N:37]=1)[C:25]([NH:27][CH2:28][C:29]1[CH:34]=[CH:33][CH:32]=[CH:31][CH:30]=1)=[O:26]. No catalyst specified. The product is [CH2:28]([NH:27][C:25](=[O:26])[C:24]1[CH:35]=[CH:36][N:37]=[C:22]([NH:21][C:10](=[O:19])[CH2:11][CH2:12][C:13]2[CH:18]=[CH:17][CH:16]=[CH:15][CH:14]=2)[CH:23]=1)[C:29]1[CH:34]=[CH:33][CH:32]=[CH:31][CH:30]=1. The yield is 0.420.